Dataset: Retrosynthesis with 50K atom-mapped reactions and 10 reaction types from USPTO. Task: Predict the reactants needed to synthesize the given product. (1) Given the product CC(COCCCCCOS(C)(=O)=O)=NOC(C)(C)C, predict the reactants needed to synthesize it. The reactants are: CC(COCCCCCO)=NOC(C)(C)C.CS(=O)(=O)Cl. (2) Given the product Cc1cccc(C)c1Oc1ccc(NC(=O)[C@@H](C)N)cn1, predict the reactants needed to synthesize it. The reactants are: Cc1cccc(C)c1Oc1ccc(NC(=O)[C@@H](C)NC(=O)OC(C)(C)C)cn1. (3) Given the product NCc1cc(-c2ncnc(Nc3cccc(Cl)c3)n2)ccn1, predict the reactants needed to synthesize it. The reactants are: N#Cc1cc(-c2ncnc(Nc3cccc(Cl)c3)n2)ccn1. (4) Given the product CCOC(=O)C1=Cc2cc(CO)cc(C)c2OC1C(F)(F)F, predict the reactants needed to synthesize it. The reactants are: CCOC(=O)C1=Cc2cc(C=O)cc(C)c2OC1C(F)(F)F. (5) Given the product CCCCc1nc2ccc(N(Cc3ccccc3)C(=O)OCC)cc2n1Cc1ccc(-c2ccccc2C(=O)O)cc1, predict the reactants needed to synthesize it. The reactants are: CCCCc1nc2ccc(N(Cc3ccccc3)C(=O)OCC)cc2n1Cc1ccc(-c2ccccc2C(=O)OC(C)(C)C)cc1.